From a dataset of Experimentally validated miRNA-target interactions with 360,000+ pairs, plus equal number of negative samples. Binary Classification. Given a miRNA mature sequence and a target amino acid sequence, predict their likelihood of interaction. (1) The miRNA is hsa-miR-4695-5p with sequence CAGGAGGCAGUGGGCGAGCAGG. The protein sequence of the target gene is MDAKARNCLLQHREALEKDIKTSYIMDHMISNGVLSVIEEEKVKSQATQYQRAAALIKMILNKDNCAYISFYNALLHEGYKDLAALLQSGLPLVSSSSGKDTDGGITSFVRTVLCEGGVPQRPVIFVTRKKLVHAIQQKLWKLNGEPGWVTIYGMAGCGKSVLAAEAVRDHSLLEGCFSGGVHWVSIGKQDKSGLLMKLQNLCMRLDQEESFSQRLPLNIEEAKDRLRVLMLRKHPRSLLILDDVWDPWVLKAFDNQCQILLTTRDKSVTDSVMGPKHVVPVESGLGREKGLEILSLFVN.... Result: 0 (no interaction). (2) The miRNA is hsa-miR-7515 with sequence AGAAGGGAAGAUGGUGAC. The protein sequence of the target gene is MPCVQAQYSPSPPGSSYAAQTYSSEYTTEIMNPDYTKLTMDLGSTEITATATTSLPSISTFVEGYSSNYELKPSCVYQMQRPLIKVEEGRAPSYHHHHHHHHHHHHHHQQQHQQPSIPPASSPEDEVLPSTSMYFKQSPPSTPTTPAFPPQAGALWDEALPSAPGCIAPGPLLDPPMKAVPTVAGARFPLFHFKPSPPHPPAPSPAGGHHLGYDPTAAAALSLPLGAAAAAGSQAAALESHPYGLPLAKRAAPLAFPPLGLTPSPTASSLLGESPSLPSPPSRSSSSGEGTCAVCGDNAA.... Result: 1 (interaction).